From a dataset of Forward reaction prediction with 1.9M reactions from USPTO patents (1976-2016). Predict the product of the given reaction. The product is: [CH2:18]([O:17][C:15](=[O:16])[C:14]([C:12]#[N:13])=[C:9]([C:5]1[CH:6]=[CH:7][CH:8]=[C:3]([O:2][CH3:1])[CH:4]=1)[CH3:10])[CH3:19]. Given the reactants [CH3:1][O:2][C:3]1[CH:4]=[C:5]([C:9](=O)[CH3:10])[CH:6]=[CH:7][CH:8]=1.[C:12]([CH2:14][C:15]([O:17][CH2:18][CH3:19])=[O:16])#[N:13].C([O-])(=O)C.[NH4+], predict the reaction product.